From a dataset of Catalyst prediction with 721,799 reactions and 888 catalyst types from USPTO. Predict which catalyst facilitates the given reaction. (1) The catalyst class is: 62. Reactant: Cl[C:2]1[N:7]=[CH:6][N:5]=[C:4]([O:8][CH:9]2[CH2:14][CH2:13][N:12]([C:15]([O:17][CH:18]([CH3:20])[CH3:19])=[O:16])[CH2:11][CH2:10]2)[C:3]=1[O:21][CH3:22].[CH3:23][C:24]1[C:29]([NH2:30])=[CH:28][CH:27]=[C:26]([C:31]([S:34]([CH3:37])(=[O:36])=[O:35])([CH3:33])[CH3:32])[N:25]=1.C1(C2C=CC=CC=2)C=CC=CC=1P(C(C)(C)C)C(C)(C)C.C(=O)([O-])[O-].[Cs+].[Cs+]. Product: [CH3:22][O:21][C:3]1[C:4]([O:8][CH:9]2[CH2:14][CH2:13][N:12]([C:15]([O:17][CH:18]([CH3:20])[CH3:19])=[O:16])[CH2:11][CH2:10]2)=[N:5][CH:6]=[N:7][C:2]=1[NH:30][C:29]1[C:24]([CH3:23])=[N:25][C:26]([C:31]([S:34]([CH3:37])(=[O:36])=[O:35])([CH3:32])[CH3:33])=[CH:27][CH:28]=1. (2) Reactant: [CH3:1][O:2][C:3](=[O:22])[C:4]1[CH:9]=[CH:8][CH:7]=[C:6]([S:10][C:11]2[C:19]3[C:14](=[CH:15][C:16]([Cl:20])=[CH:17][CH:18]=3)[NH:13][C:12]=2[CH3:21])[CH:5]=1.C[Si]([N-][Si](C)(C)C)(C)C.[Li+].Cl[CH2:34][C:35]1[CH:36]=[N:37][C:38]([C:41]([F:44])([F:43])[F:42])=[CH:39][CH:40]=1. Product: [CH3:1][O:2][C:3](=[O:22])[C:4]1[CH:9]=[CH:8][CH:7]=[C:6]([S:10][C:11]2[C:19]3[C:14](=[CH:15][C:16]([Cl:20])=[CH:17][CH:18]=3)[N:13]([CH2:34][C:35]3[CH:36]=[N:37][C:38]([C:41]([F:44])([F:42])[F:43])=[CH:39][CH:40]=3)[C:12]=2[CH3:21])[CH:5]=1. The catalyst class is: 198. (3) Reactant: [OH:1][C:2]1[C:7]2[C@@:8]3([OH:45])[C@@:21]([O:25][CH3:26])([C@H:22]([OH:24])[CH2:23][C:6]=2[CH:5]=[C:4]([CH3:46])[C:3]=1[C:47]([O:49][CH3:50])=[O:48])[C:20](=[O:27])[C:19]1[C:10](=[CH:11][C:12]2[C:13](=[O:43])[C:14]([NH:30][C@@H:31]4[C@H:36]([O:37][CH3:38])[C@H:35]([OH:39])[C@@H:34]([O:40][CH3:41])[C@H:33]([CH3:42])[O:32]4)=[CH:15][C:16](=[O:29])[C:17]=2[C:18]=1[OH:28])[C:9]3=[O:44].[Br:51]N1C(=O)CCC1=O.C(OOC(=O)C1C=CC=CC=1)(=O)C1C=CC=CC=1. Product: [Br:51][C:5]1[C:6]2[CH2:23][C@@H:22]([OH:24])[C@:21]3([O:25][CH3:26])[C@:8]([OH:45])([C:7]=2[C:2]([OH:1])=[C:3]([C:47]([O:49][CH3:50])=[O:48])[C:4]=1[CH3:46])[C:9](=[O:44])[C:10]1[C:19](=[C:18]([OH:28])[C:17]2[C:16](=[O:29])[CH:15]=[C:14]([NH:30][C@@H:31]4[C@H:36]([O:37][CH3:38])[C@H:35]([OH:39])[C@@H:34]([O:40][CH3:41])[C@H:33]([CH3:42])[O:32]4)[C:13](=[O:43])[C:12]=2[CH:11]=1)[C:20]3=[O:27]. The catalyst class is: 22. (4) Reactant: [NH2:1][C:2]1[S:6][C:5]2[CH2:7][CH2:8][CH2:9][C:4]=2[C:3]=1[C:10]#[N:11].[CH:12]1([C:15](=[O:21])[CH:16]=[C:17](OC)[CH3:18])[CH2:14][CH2:13]1.C1(C)C=CC(S(O)(=O)=O)=CC=1.[Sn](Cl)(Cl)(Cl)Cl. Product: [NH2:11][C:10]1[C:3]2[C:4]3[CH2:9][CH2:8][CH2:7][C:5]=3[S:6][C:2]=2[N:1]=[C:17]([CH3:18])[C:16]=1[C:15]([CH:12]1[CH2:14][CH2:13]1)=[O:21]. The catalyst class is: 11. (5) Reactant: [Cl:1][C:2]1[N:10]=[CH:9][N:8]=[C:7]2[C:3]=1[N:4]=[CH:5][NH:6]2.I[CH2:12][CH3:13].C(=O)([O-])[O-].[K+].[K+]. Product: [Cl:1][C:2]1[N:10]=[CH:9][N:8]=[C:7]2[C:3]=1[N:4]=[CH:5][N:6]2[CH2:12][CH3:13]. The catalyst class is: 550. (6) Reactant: [F:1][C:2]1[C:3]([N+:25]([O-])=O)=[C:4]([NH:9][CH:10]2[CH2:15][CH2:14][N:13]([C@H:16]3[CH2:21][CH2:20][C@H:19]([O:22][CH2:23][CH3:24])[CH2:18][CH2:17]3)[CH2:12][CH2:11]2)[CH:5]=[C:6]([CH3:8])[CH:7]=1.O.NN. Product: [F:1][C:2]1[CH:7]=[C:6]([CH3:8])[CH:5]=[C:4]([NH:9][CH:10]2[CH2:15][CH2:14][N:13]([C@H:16]3[CH2:21][CH2:20][C@H:19]([O:22][CH2:23][CH3:24])[CH2:18][CH2:17]3)[CH2:12][CH2:11]2)[C:3]=1[NH2:25]. The catalyst class is: 171. (7) The catalyst class is: 321. Reactant: Br[C:2]1[C:10]2[C:5](=[N:6][C:7]([F:11])=[CH:8][CH:9]=2)[N:4]([CH2:12][CH3:13])[CH:3]=1.[O:14]=[C:15]1[NH:20][CH2:19][CH2:18][N:17]([C:21]([O:23][C:24]([CH3:27])([CH3:26])[CH3:25])=[O:22])[CH2:16]1.CNCCNC.P([O-])([O-])([O-])=O.[K+].[K+].[K+]. Product: [CH2:12]([N:4]1[C:5]2=[N:6][C:7]([F:11])=[CH:8][CH:9]=[C:10]2[C:2]([N:20]2[CH2:19][CH2:18][N:17]([C:21]([O:23][C:24]([CH3:26])([CH3:25])[CH3:27])=[O:22])[CH2:16][C:15]2=[O:14])=[CH:3]1)[CH3:13]. (8) Reactant: [CH3:1][N:2]1[CH:6]=[C:5]([S:7]([N:10]2[CH2:19][CH2:18][C:17]3[C:12](=[CH:13][C:14]([CH:20]([CH2:23][C:24]4[CH:29]=[CH:28][CH:27]=[CH:26][CH:25]=4)[CH2:21]N)=[CH:15][CH:16]=3)[CH2:11]2)(=[O:9])=[O:8])[N:4]=[CH:3]1.[CH2:30]=O.[B-][C:33]#[N:34].[Na+].O. The catalyst class is: 5. Product: [CH3:30][N:34]([CH3:33])[CH2:21][CH:20]([C:14]1[CH:13]=[C:12]2[C:17]([CH2:18][CH2:19][N:10]([S:7]([C:5]3[N:4]=[CH:3][N:2]([CH3:1])[CH:6]=3)(=[O:9])=[O:8])[CH2:11]2)=[CH:16][CH:15]=1)[CH2:23][C:24]1[CH:29]=[CH:28][CH:27]=[CH:26][CH:25]=1. (9) Reactant: [CH3:1][C:2]1[CH:7]=[C:6]([CH3:8])[NH:5][C:4](=[O:9])[C:3]=1[CH2:10][NH:11][C:12]([C:14]1[C:15]2[CH:32]=[N:31][N:30]([CH:33]3[CH2:38][CH2:37][NH:36][CH2:35][CH2:34]3)[C:16]=2[N:17]=[C:18]([C:20]2[CH2:21][C:22]([CH3:29])([CH3:28])[NH:23][C:24]([CH3:27])([CH3:26])[CH:25]=2)[CH:19]=1)=[O:13].[C:39](Cl)(=[O:41])[CH3:40].O.CO.C(Cl)Cl. Product: [C:39]([N:36]1[CH2:37][CH2:38][CH:33]([N:30]2[C:16]3[N:17]=[C:18]([C:20]4[CH2:21][C:22]([CH3:28])([CH3:29])[NH:23][C:24]([CH3:26])([CH3:27])[CH:25]=4)[CH:19]=[C:14]([C:12]([NH:11][CH2:10][C:3]4[C:4](=[O:9])[NH:5][C:6]([CH3:8])=[CH:7][C:2]=4[CH3:1])=[O:13])[C:15]=3[CH:32]=[N:31]2)[CH2:34][CH2:35]1)(=[O:41])[CH3:40]. The catalyst class is: 17. (10) Reactant: [CH2:1]([O:3][C:4]1[C:8]([C:9](=O)[CH3:10])=[C:7]([OH:12])[N:6]([CH3:13])[N:5]=1)[CH3:2].Cl.[CH3:15][O:16][NH2:17].C(=O)([O-])O.[Na+]. Product: [CH2:1]([O:3][C:4]1[C:8]([C:9](=[N:17][O:16][CH3:15])[CH3:10])=[C:7]([OH:12])[N:6]([CH3:13])[N:5]=1)[CH3:2]. The catalyst class is: 5.